This data is from Forward reaction prediction with 1.9M reactions from USPTO patents (1976-2016). The task is: Predict the product of the given reaction. (1) Given the reactants Cl[C:2]1[N:7]=[C:6]([C:8]2[S:12][C:11]([CH:13]3[CH2:18][CH2:17][O:16][CH2:15][CH2:14]3)=[N:10][C:9]=2[C:19]2[CH:20]=[CH:21][C:22]([F:37])=[C:23]([NH:25][S:26]([C:29]3[CH:34]=[C:33]([F:35])[CH:32]=[CH:31][C:30]=3[F:36])(=[O:28])=[O:27])[CH:24]=2)[CH:5]=[CH:4][N:3]=1.[CH3:38][S:39]([N:42]1[CH2:47][CH2:46][CH:45]([NH2:48])[CH2:44][CH2:43]1)(=[O:41])=[O:40], predict the reaction product. The product is: [F:36][C:30]1[CH:31]=[CH:32][C:33]([F:35])=[CH:34][C:29]=1[S:26]([NH:25][C:23]1[CH:24]=[C:19]([C:9]2[N:10]=[C:11]([CH:13]3[CH2:18][CH2:17][O:16][CH2:15][CH2:14]3)[S:12][C:8]=2[C:6]2[CH:5]=[CH:4][N:3]=[C:2]([NH:48][CH:45]3[CH2:46][CH2:47][N:42]([S:39]([CH3:38])(=[O:41])=[O:40])[CH2:43][CH2:44]3)[N:7]=2)[CH:20]=[CH:21][C:22]=1[F:37])(=[O:28])=[O:27]. (2) Given the reactants [CH:1]([NH:14][C:15]([CH3:20])([CH3:19])[C:16](=[O:18])[CH3:17])([C:8]1[CH:13]=[CH:12][CH:11]=[CH:10][CH:9]=1)[C:2]1[CH:7]=[CH:6][CH:5]=[CH:4][CH:3]=1.BrBr.[OH-].[Na+], predict the reaction product. The product is: [CH:1]([N:14]1[CH2:17][C:16](=[O:18])[C:15]1([CH3:20])[CH3:19])([C:8]1[CH:9]=[CH:10][CH:11]=[CH:12][CH:13]=1)[C:2]1[CH:7]=[CH:6][CH:5]=[CH:4][CH:3]=1. (3) Given the reactants C(P(C(C)(C)C)C(C)(C)C)(C)(C)C.[NH:14]1[CH2:17][CH:16]([O:18][C:19]2[CH:24]=[CH:23][C:22]([CH:25]3[CH2:30][CH2:29][N:28]([C:31]([O:33][CH2:34][C:35]4[CH:40]=[CH:39][CH:38]=[CH:37][CH:36]=4)=[O:32])[CH2:27][CH:26]3[O:41][CH2:42][C:43]3[CH:44]=[CH:45][C:46]4[O:51][CH2:50][C:49](=[O:52])[N:48]([CH2:53][CH2:54][CH2:55][O:56][CH3:57])[C:47]=4[CH:58]=3)=[CH:21][CH:20]=2)[CH2:15]1.P([O-])([O-])([O-])=O.[K+].[K+].[K+].Br[C:68]1[S:69][CH:70]=[CH:71][N:72]=1, predict the reaction product. The product is: [CH3:57][O:56][CH2:55][CH2:54][CH2:53][N:48]1[C:47]2[CH:58]=[C:43]([CH2:42][O:41][CH:26]3[CH:25]([C:22]4[CH:23]=[CH:24][C:19]([O:18][CH:16]5[CH2:17][N:14]([C:68]6[S:69][CH:70]=[CH:71][N:72]=6)[CH2:15]5)=[CH:20][CH:21]=4)[CH2:30][CH2:29][N:28]([C:31]([O:33][CH2:34][C:35]4[CH:36]=[CH:37][CH:38]=[CH:39][CH:40]=4)=[O:32])[CH2:27]3)[CH:44]=[CH:45][C:46]=2[O:51][CH2:50][C:49]1=[O:52]. (4) Given the reactants [CH2:1]([C:4]1[CH:5]=[C:6]2[C:11](=[CH:12][C:13]=1[O:14][CH3:15])[N:10]=[C:9]([C:16]1[CH:21]=[CH:20][C:19]([CH2:22][C:23]([NH:25][C:26]3[CH:30]=[C:29]([C:31]4([C:34]([F:37])([F:36])[F:35])[CH2:33][CH2:32]4)[O:28][N:27]=3)=[O:24])=[C:18]([F:38])[CH:17]=1)[CH:8]=[N:7]2)[CH:2]=[CH2:3].C[N+]1([O-])CC[O:43]CC1.C1COCC1.CC(O)(C)C.[OH2:57], predict the reaction product. The product is: [OH:57][CH:2]([CH2:3][OH:43])[CH2:1][C:4]1[CH:5]=[C:6]2[C:11](=[CH:12][C:13]=1[O:14][CH3:15])[N:10]=[C:9]([C:16]1[CH:21]=[CH:20][C:19]([CH2:22][C:23]([NH:25][C:26]3[CH:30]=[C:29]([C:31]4([C:34]([F:37])([F:36])[F:35])[CH2:33][CH2:32]4)[O:28][N:27]=3)=[O:24])=[C:18]([F:38])[CH:17]=1)[CH:8]=[N:7]2. (5) Given the reactants [OH:1][CH2:2][CH2:3][C@@H:4]1[O:8][C:7]([CH3:10])([CH3:9])[O:6][C:5]1=[O:11].[S:12](Cl)([CH3:15])(=[O:14])=[O:13].C(N(CC)CC)C, predict the reaction product. The product is: [S:12]([O:1][CH2:2][CH2:3][C@@H:4]1[O:8][C:7]([CH3:9])([CH3:10])[O:6][C:5]1=[O:11])([CH3:15])(=[O:14])=[O:13]. (6) Given the reactants [NH2:1][C:2]1[CH:7]=[C:6]([CH2:8][N:9]2[C:14]3[CH:15]=[CH:16][CH:17]=[CH:18][C:13]=3[C:12](=[O:19])[O:11][C:10]2=[O:20])[CH:5]=[CH:4][N:3]=1.[C:21]([O:26][CH2:27][CH2:28][N:29]=[C:30]=[O:31])(=[O:25])[C:22]([CH3:24])=[CH2:23], predict the reaction product. The product is: [O:20]=[C:10]1[N:9]([CH2:8][C:6]2[CH:5]=[CH:4][N:3]=[C:2]([NH:1][C:30](=[O:31])[NH:29][CH2:28][CH2:27][O:26][C:21](=[O:25])[C:22]([CH3:24])=[CH2:23])[CH:7]=2)[C:14]2[CH:15]=[CH:16][CH:17]=[CH:18][C:13]=2[C:12](=[O:19])[O:11]1.